Dataset: NCI-60 drug combinations with 297,098 pairs across 59 cell lines. Task: Regression. Given two drug SMILES strings and cell line genomic features, predict the synergy score measuring deviation from expected non-interaction effect. (1) Drug 1: C1=CC(=CC=C1CCC2=CNC3=C2C(=O)NC(=N3)N)C(=O)NC(CCC(=O)O)C(=O)O. Drug 2: CCN(CC)CCCC(C)NC1=C2C=C(C=CC2=NC3=C1C=CC(=C3)Cl)OC. Cell line: SF-539. Synergy scores: CSS=43.2, Synergy_ZIP=-4.42, Synergy_Bliss=-6.44, Synergy_Loewe=-7.15, Synergy_HSA=-2.11. (2) Drug 1: COC1=NC(=NC2=C1N=CN2C3C(C(C(O3)CO)O)O)N. Drug 2: C(CCl)NC(=O)N(CCCl)N=O. Cell line: NCIH23. Synergy scores: CSS=6.60, Synergy_ZIP=2.38, Synergy_Bliss=6.94, Synergy_Loewe=1.04, Synergy_HSA=2.28. (3) Drug 1: CCCCCOC(=O)NC1=NC(=O)N(C=C1F)C2C(C(C(O2)C)O)O. Drug 2: CC12CCC3C(C1CCC2OP(=O)(O)O)CCC4=C3C=CC(=C4)OC(=O)N(CCCl)CCCl.[Na+]. Cell line: SK-OV-3. Synergy scores: CSS=-2.66, Synergy_ZIP=2.42, Synergy_Bliss=2.95, Synergy_Loewe=-2.91, Synergy_HSA=-2.42. (4) Synergy scores: CSS=9.32, Synergy_ZIP=-6.24, Synergy_Bliss=-2.00, Synergy_Loewe=-6.87, Synergy_HSA=-2.83. Drug 1: CNC(=O)C1=CC=CC=C1SC2=CC3=C(C=C2)C(=NN3)C=CC4=CC=CC=N4. Cell line: MDA-MB-435. Drug 2: C1=NC2=C(N1)C(=S)N=C(N2)N. (5) Drug 1: CC1=C(C=C(C=C1)NC(=O)C2=CC=C(C=C2)CN3CCN(CC3)C)NC4=NC=CC(=N4)C5=CN=CC=C5. Drug 2: CS(=O)(=O)CCNCC1=CC=C(O1)C2=CC3=C(C=C2)N=CN=C3NC4=CC(=C(C=C4)OCC5=CC(=CC=C5)F)Cl. Cell line: KM12. Synergy scores: CSS=-4.66, Synergy_ZIP=0.947, Synergy_Bliss=-3.37, Synergy_Loewe=-5.71, Synergy_HSA=-5.41. (6) Drug 1: C1=CC(=CC=C1CCC2=CNC3=C2C(=O)NC(=N3)N)C(=O)NC(CCC(=O)O)C(=O)O. Drug 2: C1=CC=C(C(=C1)C(C2=CC=C(C=C2)Cl)C(Cl)Cl)Cl. Cell line: BT-549. Synergy scores: CSS=7.08, Synergy_ZIP=-4.27, Synergy_Bliss=-3.97, Synergy_Loewe=-12.9, Synergy_HSA=-3.70. (7) Drug 1: CC12CCC3C(C1CCC2=O)CC(=C)C4=CC(=O)C=CC34C. Synergy scores: CSS=20.9, Synergy_ZIP=-1.42, Synergy_Bliss=-2.81, Synergy_Loewe=-18.2, Synergy_HSA=-2.19. Drug 2: CCCCCOC(=O)NC1=NC(=O)N(C=C1F)C2C(C(C(O2)C)O)O. Cell line: NCI-H522.